From a dataset of Full USPTO retrosynthesis dataset with 1.9M reactions from patents (1976-2016). Predict the reactants needed to synthesize the given product. Given the product [Br:1][C:2]1[N:7]=[C:6]([CH2:8][N:9]2[CH2:13][C@H:12]([OH:14])[CH2:11][C:10]2=[O:22])[CH:5]=[CH:4][CH:3]=1, predict the reactants needed to synthesize it. The reactants are: [Br:1][C:2]1[N:7]=[C:6]([CH2:8][N:9]2[CH2:13][C@H:12]([O:14][Si](C(C)(C)C)(C)C)[CH2:11][C:10]2=[O:22])[CH:5]=[CH:4][CH:3]=1.[F-].C([N+](CCCC)(CCCC)CCCC)CCC.